Dataset: Full USPTO retrosynthesis dataset with 1.9M reactions from patents (1976-2016). Task: Predict the reactants needed to synthesize the given product. (1) Given the product [C:22]1([C:19]2[CH:20]=[CH:21][N:7]3[C:8]=2[C:9]([NH:11][CH2:12][C:13]2[CH:18]=[CH:17][CH:16]=[CH:15][N:14]=2)=[N:10][C:5]([C:2]2([NH:1][C:34](=[O:36])[CH3:35])[CH2:3][CH2:4]2)=[N:6]3)[CH:27]=[CH:26][CH:25]=[CH:24][CH:23]=1, predict the reactants needed to synthesize it. The reactants are: [NH2:1][C:2]1([C:5]2[N:10]=[C:9]([NH:11][CH2:12][C:13]3[CH:18]=[CH:17][CH:16]=[CH:15][N:14]=3)[C:8]3=[C:19]([C:22]4[CH:27]=[CH:26][CH:25]=[CH:24][CH:23]=4)[CH:20]=[CH:21][N:7]3[N:6]=2)[CH2:4][CH2:3]1.N1C=CC=CC=1.[C:34](Cl)(=[O:36])[CH3:35]. (2) The reactants are: Cl[C:2]1[CH:7]=[C:6]([C:8]2[CH:13]=[CH:12][C:11]([C:14]([F:17])([F:16])[F:15])=[CH:10][N:9]=2)[CH:5]=[C:4]([F:18])[N:3]=1.C(Cl)(Cl)Cl.[CH3:23][N:24](C=O)C. Given the product [F:18][C:4]1[N:3]=[C:2]([C:23]#[N:24])[CH:7]=[C:6]([C:8]2[CH:13]=[CH:12][C:11]([C:14]([F:17])([F:16])[F:15])=[CH:10][N:9]=2)[CH:5]=1, predict the reactants needed to synthesize it. (3) The reactants are: [CH2:1]([O:3][C:4](=[O:16])[CH2:5][O:6][C:7]1[CH:12]=[CH:11][C:10](B(O)O)=[CH:9][CH:8]=1)[CH3:2].C(N(CC)CC)C.[C:24]1(=[O:29])[CH2:28][CH2:27][CH:26]=[CH:25]1. Given the product [O:29]=[C:24]1[CH2:28][CH2:27][C@@H:26]([C:10]2[CH:11]=[CH:12][C:7]([O:6][CH2:5][C:4]([O:3][CH2:1][CH3:2])=[O:16])=[CH:8][CH:9]=2)[CH2:25]1, predict the reactants needed to synthesize it. (4) Given the product [CH3:46][Si:45]([CH3:48])([CH3:47])[C:44]#[C:43][C@@H:12]1[C@@H:13]([O:23][CH2:24][C:25]2[CH:26]=[CH:27][CH:28]=[CH:29][CH:30]=2)[C@@H:14]([O:15][CH2:16][C:17]2[CH:22]=[CH:21][CH:20]=[CH:19][CH:18]=2)[C@H:9]([O:8][CH2:1][C:2]2[CH:3]=[CH:4][CH:5]=[CH:6][CH:7]=2)[C@@H:10]([CH2:32][O:33][CH2:34][C:35]2[CH:36]=[CH:37][CH:38]=[CH:39][CH:40]=2)[O:11]1, predict the reactants needed to synthesize it. The reactants are: [CH2:1]([O:8][C@H:9]1[C@H:14]([O:15][CH2:16][C:17]2[CH:22]=[CH:21][CH:20]=[CH:19][CH:18]=2)[C@H:13]([O:23][CH2:24][C:25]2[CH:30]=[CH:29][CH:28]=[CH:27][CH:26]=2)[C@@H:12](F)[O:11][C@@H:10]1[CH2:32][O:33][CH2:34][C:35]1[CH:40]=[CH:39][CH:38]=[CH:37][CH:36]=1)[C:2]1[CH:7]=[CH:6][CH:5]=[CH:4][CH:3]=1.F[B-](F)(F)[C:43]#[C:44][Si:45]([CH3:48])([CH3:47])[CH3:46].B(F)(F)F.CCOCC. (5) Given the product [CH:11]1([CH3:14])[CH2:12][CH2:13][CH:8]([CH:5]([CH3:7])[CH3:6])[CH:9]([C:15]([Cl:3])=[O:17])[CH2:10]1, predict the reactants needed to synthesize it. The reactants are: S(Cl)([Cl:3])=O.[CH:5]([C@@H:8]1[CH2:13][CH2:12][C@@H:11]([CH3:14])[CH2:10][C@H:9]1[C:15]([OH:17])=O)([CH3:7])[CH3:6].C[C@H]1C[C@@H](O)[C@H](C(C)C)CC1.